Dataset: Full USPTO retrosynthesis dataset with 1.9M reactions from patents (1976-2016). Task: Predict the reactants needed to synthesize the given product. (1) Given the product [CH3:1][CH:2]([O:8][C:12]([CH:9]1[CH2:11][CH2:10]1)=[O:13])[CH2:3][CH2:4][CH2:5][CH2:6][CH3:7], predict the reactants needed to synthesize it. The reactants are: [CH3:1][CH:2]([OH:8])[CH2:3][CH2:4][CH2:5][CH2:6][CH3:7].[CH:9]1([C:12](O)=[O:13])[CH2:11][CH2:10]1. (2) Given the product [NH2:1][C:2]1[N:3]=[C:4]([S:19][CH2:23][C:22]([NH:21][CH3:20])=[O:25])[C:5]([C:17]#[N:18])=[C:6]([C:10]2[CH:11]=[CH:12][C:13]([OH:16])=[CH:14][CH:15]=2)[C:7]=1[C:8]#[N:9], predict the reactants needed to synthesize it. The reactants are: [NH2:1][C:2]1[C:7]([C:8]#[N:9])=[C:6]([C:10]2[CH:15]=[CH:14][C:13]([OH:16])=[CH:12][CH:11]=2)[C:5]([C:17]#[N:18])=[C:4]([SH:19])[N:3]=1.[CH3:20][NH:21][C:22](=[O:25])[CH2:23]Br.C([O-])(O)=O.[Na+].C(Cl)Cl.CO. (3) Given the product [CH3:1][O:2][C:3]([C:5]1[CH2:6][N:7]([CH2:12][C:13]2[CH:18]=[CH:17][CH:16]=[CH:15][CH:14]=2)[CH2:8][CH2:9][C:10]=1[NH2:22])=[O:4], predict the reactants needed to synthesize it. The reactants are: [CH3:1][O:2][C:3]([CH:5]1[C:10](=O)[CH2:9][CH2:8][N:7]([CH2:12][C:13]2[CH:18]=[CH:17][CH:16]=[CH:15][CH:14]=2)[CH2:6]1)=[O:4].[BH4-].[Na+].[OH-].[NH4+:22]. (4) The reactants are: [Cl:1][C:2]1[N:11]=[C:10](Cl)[C:9]2[C:4](=[CH:5][CH:6]=[C:7]([CH3:13])[CH:8]=2)[N:3]=1.[NH2:14][CH2:15][C:16]1([NH2:20])[CH2:19][O:18][CH2:17]1. Given the product [NH2:20][C:16]1([CH2:15][NH:14][C:10]2[C:9]3[C:4](=[CH:5][CH:6]=[C:7]([CH3:13])[CH:8]=3)[N:3]=[C:2]([Cl:1])[N:11]=2)[CH2:19][O:18][CH2:17]1, predict the reactants needed to synthesize it. (5) Given the product [F:13][C:14]1[N:19]=[CH:18][C:17]([CH:20]([N:22]2[CH2:27][CH2:26][O:25][CH2:24][CH2:23]2)[CH3:21])=[CH:16][C:15]=1[B:28]1[O:33][C:34]([CH3:35])([CH3:36])[C:38]([CH3:39])([CH3:40])[O:37]1, predict the reactants needed to synthesize it. The reactants are: C(NC(C)C)(C)C.[Li]CCCC.[F:13][C:14]1[N:19]=[CH:18][C:17]([CH:20]([N:22]2[CH2:27][CH2:26][O:25][CH2:24][CH2:23]2)[CH3:21])=[CH:16][CH:15]=1.[B:28]([O:37][CH:38]([CH3:40])[CH3:39])([O:33][CH:34]([CH3:36])[CH3:35])OC(C)C.OC(C(O)(C)C)(C)C.C(O)(=O)C. (6) Given the product [CH3:50][S:51]([O:49][CH2:48][C:43]1[CH:44]=[CH:45][CH:46]=[CH:47][C:42]=1[O:41][CH2:35][CH2:36][CH2:37][CH2:38][CH2:39][CH3:40])(=[O:53])=[O:52], predict the reactants needed to synthesize it. The reactants are: C(OC1C=CC=CC=1CN1C(=O)C2=CC=CC=C2C1=O)CCCCC.CCN(C(C)C)C(C)C.[CH2:35]([O:41][C:42]1[CH:47]=[CH:46][CH:45]=[CH:44][C:43]=1[CH2:48][OH:49])[CH2:36][CH2:37][CH2:38][CH2:39][CH3:40].[CH3:50][S:51](Cl)(=[O:53])=[O:52]. (7) Given the product [CH3:1][S:2][C:3]1[CH:4]=[CH:5][C:6]([C:9]2[NH:13][CH:12]=[CH:11][N:10]=2)=[CH:7][CH:8]=1, predict the reactants needed to synthesize it. The reactants are: [CH3:1][S:2][C:3]1[CH:8]=[CH:7][C:6]([C:9]2[NH:10][CH2:11][CH2:12][N:13]=2)=[CH:5][CH:4]=1.C([O-])([O-])=O.[K+].[K+]. (8) Given the product [CH2:2]([N:9]1[CH2:14][CH2:13][C:12]2[C:15](=[O:17])[NH:29][CH:27]=[N:28][C:11]=2[CH2:10]1)[C:3]1[CH:8]=[CH:7][CH:6]=[CH:5][CH:4]=1, predict the reactants needed to synthesize it. The reactants are: Cl.[CH2:2]([N:9]1[CH2:14][CH2:13][CH:12]([C:15]([O:17]CC)=O)[C:11](=O)[CH2:10]1)[C:3]1[CH:8]=[CH:7][CH:6]=[CH:5][CH:4]=1.CO.C(O)(=O)C.[CH:27]([NH2:29])=[NH:28].